This data is from Forward reaction prediction with 1.9M reactions from USPTO patents (1976-2016). The task is: Predict the product of the given reaction. (1) Given the reactants [CH2:1]([O:8][C:9](=[O:33])[NH:10][CH2:11][C:12]1([C:26]2[CH:31]=[CH:30][CH:29]=[C:28]([Cl:32])[CH:27]=2)[CH2:17][CH2:16][C:15]([CH3:25])([NH:18]S(C(C)(C)C)=O)[CH2:14][CH2:13]1)[C:2]1[CH:7]=[CH:6][CH:5]=[CH:4][CH:3]=1.Cl.CO, predict the reaction product. The product is: [CH2:1]([O:8][C:9](=[O:33])[NH:10][CH2:11][C:12]1([C:26]2[CH:31]=[CH:30][CH:29]=[C:28]([Cl:32])[CH:27]=2)[CH2:17][CH2:16][C:15]([NH2:18])([CH3:25])[CH2:14][CH2:13]1)[C:2]1[CH:7]=[CH:6][CH:5]=[CH:4][CH:3]=1. (2) Given the reactants CN1CCOCC1.[NH2:8][C@@H:9]([CH2:14][CH2:15][CH2:16][CH2:17][NH:18][S:19](=[O:29])(=[O:28])[NH:20][C:21]([O:23][C:24]([CH3:27])([CH3:26])[CH3:25])=[O:22])[C:10]([O:12][CH3:13])=[O:11].Cl[C:31]([O:33][CH2:34][CH3:35])=[O:32].[N-]=C=O, predict the reaction product. The product is: [C:24]([O:23][C:21]([NH:20][S:19]([NH:18][CH2:17][CH2:16][CH2:15][CH2:14][C@H:9]([NH:8][C:31]([O:33][CH2:34][CH3:35])=[O:32])[C:10]([O:12][CH3:13])=[O:11])(=[O:28])=[O:29])=[O:22])([CH3:25])([CH3:26])[CH3:27]. (3) Given the reactants [Cl:1][C:2]1[CH:7]=[CH:6][C:5]([C:8]2[CH:9]=[C:10]([NH2:19])[CH:11]=[N:12][C:13]=2[O:14][CH2:15][CH:16]2[CH2:18][CH2:17]2)=[CH:4][CH:3]=1.[C:20](O)(=[O:22])[CH3:21], predict the reaction product. The product is: [Cl:1][C:2]1[CH:7]=[CH:6][C:5]([C:8]2[CH:9]=[C:10]([NH:19][C:20](=[O:22])[CH3:21])[CH:11]=[N:12][C:13]=2[O:14][CH2:15][CH:16]2[CH2:18][CH2:17]2)=[CH:4][CH:3]=1. (4) The product is: [O-2:17].[Fe+2:2].[C:3]([NH:18][C@H:19]([C:25]([O-:27])=[O:26])[CH2:20][CH2:21][C:22]([O-:24])=[O:23])(=[O:17])[CH2:4][CH2:5][CH2:6][CH2:7][CH2:8][CH2:9][CH2:10][CH2:11][CH2:12][CH2:13][CH2:14][CH2:15][CH3:16].[Al+3:31].[C:3]([NH:18][C@H:19]([C:25]([O-:27])=[O:26])[CH2:20][CH2:21][C:22]([O-:24])=[O:23])(=[O:17])[CH2:4][CH2:5][CH2:6][CH2:7][CH2:8][CH2:9][CH2:10][CH2:11][CH2:12][CH2:13][CH2:14][CH2:15][CH3:16].[C:3]([NH:18][C@H:19]([C:25]([O-:27])=[O:26])[CH2:20][CH2:21][C:22]([O-:24])=[O:23])(=[O:17])[CH2:4][CH2:5][CH2:6][CH2:7][CH2:8][CH2:9][CH2:10][CH2:11][CH2:12][CH2:13][CH2:14][CH2:15][CH3:16].[Al+3:31].[C:34]([O-:39])(=[O:38])[CH:35]([CH3:37])[OH:36].[Zn+2:46].[C:34]([O-:39])(=[O:38])[CH:35]([CH3:37])[OH:36]. Given the reactants [O-2].[Fe+2:2].[C:3]([NH:18][C@H:19]([C:25]([O-:27])=[O:26])[CH2:20][CH2:21][C:22]([O-:24])=[O:23])(=[O:17])[CH2:4][CH2:5][CH2:6][CH2:7][CH2:8][CH2:9][CH2:10][CH2:11][CH2:12][CH2:13][CH2:14][CH2:15][CH3:16].[Na+].[Na+].[Cl-].[Al+3:31].[Cl-].[Cl-].[C:34]([O-:39])(=[O:38])[CH:35]([CH3:37])[OH:36].[K+].S([O-])([O-])(=O)=O.[Zn+2:46], predict the reaction product. (5) Given the reactants Cl[C:2]1[N:10]=[C:9]([CH3:11])[N:8]=[C:7]2[C:3]=1[N:4]=[CH:5][N:6]2[CH:12]1[CH2:17][CH2:16][CH2:15][CH2:14][O:13]1.[C:18]([O:22][C:23]([N:25]1[CH2:30][CH2:29][N:28]([C@@H:31]([C:33]2[CH:34]=[C:35](B(O)O)[C:36]([F:39])=[N:37][CH:38]=2)[CH3:32])[CH2:27][CH2:26]1)=[O:24])([CH3:21])([CH3:20])[CH3:19].C([O-])(=O)C.[K+], predict the reaction product. The product is: [F:39][C:36]1[N:37]=[CH:38][C:33]([C@H:31]([N:28]2[CH2:27][CH2:26][N:25]([C:23]([O:22][C:18]([CH3:19])([CH3:21])[CH3:20])=[O:24])[CH2:30][CH2:29]2)[CH3:32])=[CH:34][C:35]=1[C:2]1[N:10]=[C:9]([CH3:11])[N:8]=[C:7]2[C:3]=1[N:4]=[CH:5][N:6]2[CH:12]1[CH2:17][CH2:16][CH2:15][CH2:14][O:13]1. (6) Given the reactants [CH:1]1([CH2:4][NH:5][C:6]2[CH:7]=[C:8]([C:14]#[N:15])[C:9]([C:12]#[N:13])=[CH:10][CH:11]=2)[CH2:3][CH2:2]1.Br[CH:17]([CH3:25])[C:18]([O:20][C:21]([CH3:24])([CH3:23])[CH3:22])=[O:19], predict the reaction product. The product is: [CH:1]1([CH2:4][N:5]([C:6]2[CH:11]=[CH:10][C:9]([C:12]#[N:13])=[C:8]([C:14]#[N:15])[CH:7]=2)[C@H:17]([C:18]([O:20][C:21]([CH3:24])([CH3:23])[CH3:22])=[O:19])[CH3:25])[CH2:2][CH2:3]1. (7) Given the reactants [F:1][C:2]([F:7])([F:6])[C:3]([OH:5])=[O:4].[F:8][C:9]([F:14])([F:13])[C:10]([OH:12])=[O:11].[Cl:15][C:16]1[CH:17]=[N:18][C:19]2[NH:20][C:21]3[CH:22]=[N:23][CH:24]=[C:25]([CH:47]=3)[CH2:26][CH2:27][C:28]3[CH:36]=[C:32]([NH:33][C:34]=1[N:35]=2)[CH:31]=[CH:30][C:29]=3[NH:37][C:38](=[O:46])[CH2:39][CH:40]1[CH2:45][CH2:44][NH:43][CH2:42][CH2:41]1.[CH3:48][C:49]1[C:53]([C:54](O)=[O:55])=[CH:52][O:51][N:50]=1, predict the reaction product. The product is: [F:1][C:2]([F:7])([F:6])[C:3]([OH:5])=[O:4].[F:8][C:9]([F:14])([F:13])[C:10]([OH:12])=[O:11].[Cl:15][C:16]1[CH:17]=[N:18][C:19]2[NH:20][C:21]3[CH:22]=[N:23][CH:24]=[C:25]([CH:47]=3)[CH2:26][CH2:27][C:28]3[CH:36]=[C:32]([NH:33][C:34]=1[N:35]=2)[CH:31]=[CH:30][C:29]=3[NH:37][C:38](=[O:46])[CH2:39][CH:40]1[CH2:45][CH2:44][N:43]([C:54]([C:53]2[C:49]([CH3:48])=[N:50][O:51][CH:52]=2)=[O:55])[CH2:42][CH2:41]1.